From a dataset of Full USPTO retrosynthesis dataset with 1.9M reactions from patents (1976-2016). Predict the reactants needed to synthesize the given product. (1) Given the product [F:10][C:4]1[CH:3]=[C:2](/[CH:13]=[CH:12]\[C:11]([O:15][CH2:16][CH3:17])=[O:14])[CH:7]=[C:6]([F:8])[C:5]=1[OH:9], predict the reactants needed to synthesize it. The reactants are: Br[C:2]1[CH:7]=[C:6]([F:8])[C:5]([OH:9])=[C:4]([F:10])[CH:3]=1.[C:11]([O:15][CH2:16][CH3:17])(=[O:14])[CH:12]=[CH2:13].CCN(C(C)C)C(C)C. (2) Given the product [F:1][C:2]1[CH:3]=[C:4]2[C:9](=[CH:10][C:11]=1[N:45]1[CH2:46][CH2:47][N:42]([CH3:37])[CH2:43][CH2:44]1)[N:8]=[C:7](/[CH:12]=[CH:13]/[C:14]1[O:15][C:16]([N+:19]([O-:21])=[O:20])=[CH:17][CH:18]=1)[N:6]=[C:5]2[NH:22][C:23]1[CH:28]=[CH:27][C:26]([OH:29])=[CH:25][CH:24]=1, predict the reactants needed to synthesize it. The reactants are: [F:1][C:2]1[CH:3]=[C:4]2[C:9](=[CH:10][CH:11]=1)[N:8]=[C:7](/[CH:12]=[CH:13]/[C:14]1[O:15][C:16]([N+:19]([O-:21])=[O:20])=[CH:17][CH:18]=1)[N:6]=[C:5]2[NH:22][C:23]1[CH:28]=[CH:27][C:26]([OH:29])=[CH:25][CH:24]=1.ClC1C2C(=C[C:37]([N:42]3[CH2:47][CH2:46][N:45](C)[CH2:44][CH2:43]3)=C(F)C=2)N=C(C=CC2OC([N+]([O-])=O)=CC=2)N=1. (3) The reactants are: [C:1]1(=[O:11])[C:9]2[CH:8]=[CH:7][N:6]=[CH:5][C:4]=2[C:3](=[O:10])[NH:2]1.O.O.[NH2:14]N. Given the product [C:1]1([OH:11])[N:14]=[N:2][C:3]([OH:10])=[C:4]2[CH:5]=[N:6][CH:7]=[CH:8][C:9]=12, predict the reactants needed to synthesize it. (4) Given the product [CH3:39][N:40]([CH3:63])[C:41](=[O:62])[C:42]1[CH:43]=[C:44]([NH:57][S:58]([CH3:61])(=[O:60])=[O:59])[CH:45]=[C:46]([C:2]2[C:10]3[C:9]([NH:11][C@H:12]([C:14]4[N:19]([C:20]5[CH:25]=[CH:24][CH:23]=[CH:22][CH:21]=5)[C:18](=[O:26])[C:17]5=[C:27]([CH3:30])[CH:28]=[CH:29][N:16]5[N:15]=4)[CH3:13])=[N:8][CH:7]=[N:6][C:5]=3[N:4]([CH2:31][O:32][CH2:33][CH2:34][Si:35]([CH3:38])([CH3:37])[CH3:36])[CH:3]=2)[CH:47]=1, predict the reactants needed to synthesize it. The reactants are: Br[C:2]1[C:10]2[C:9]([NH:11][C@H:12]([C:14]3[N:19]([C:20]4[CH:25]=[CH:24][CH:23]=[CH:22][CH:21]=4)[C:18](=[O:26])[C:17]4=[C:27]([CH3:30])[CH:28]=[CH:29][N:16]4[N:15]=3)[CH3:13])=[N:8][CH:7]=[N:6][C:5]=2[N:4]([CH2:31][O:32][CH2:33][CH2:34][Si:35]([CH3:38])([CH3:37])[CH3:36])[CH:3]=1.[CH3:39][N:40]([CH3:63])[C:41](=[O:62])[C:42]1[CH:47]=[C:46](B2OC(C)(C)C(C)(C)O2)[CH:45]=[C:44]([NH:57][S:58]([CH3:61])(=[O:60])=[O:59])[CH:43]=1.C(=O)([O-])[O-].[Na+].[Na+]. (5) The reactants are: [OH:1][C:2]1[C:7]([O:8][CH3:9])=[CH:6][CH:5]=[CH:4][C:3]=1[CH3:10].C(N(CC)CC)C.[F:18][C:19]([F:32])([F:31])[S:20](O[S:20]([C:19]([F:32])([F:31])[F:18])(=[O:22])=[O:21])(=[O:22])=[O:21]. Given the product [F:18][C:19]([F:32])([F:31])[S:20]([O:1][C:2]1[C:3]([CH3:10])=[CH:4][CH:5]=[CH:6][C:7]=1[O:8][CH3:9])(=[O:22])=[O:21], predict the reactants needed to synthesize it. (6) Given the product [F:4][C:5]([F:21])([F:20])[C:6]1[CH:11]=[CH:10][CH:9]=[C:8]([F:12])[C:7]=1[C:13]1[CH:18]=[CH:17][N:16]=[C:15]([C:1]#[N:3])[CH:14]=1, predict the reactants needed to synthesize it. The reactants are: [C:1](#[N:3])C.[F:4][C:5]([F:21])([F:20])[C:6]1[CH:11]=[CH:10][CH:9]=[C:8]([F:12])[C:7]=1[C:13]1[CH:18]=[CH:17][N+:16]([O-])=[CH:15][CH:14]=1.C[Si](C#N)(C)C. (7) Given the product [Cl:1][C:2]1[CH:7]=[CH:6][CH:5]=[CH:4][C:3]=1[CH:8]([N:20]([C:21]1[CH:26]=[CH:25][CH:24]=[C:23]([F:27])[CH:22]=1)[C:29](=[O:36])[CH2:30][NH:31][C:32](=[O:35])[O:33][CH3:34])[C:9]([NH:11][CH:12]1[CH2:17][CH2:16][CH2:15][C:14]([F:19])([F:18])[CH2:13]1)=[O:10], predict the reactants needed to synthesize it. The reactants are: [Cl:1][C:2]1[CH:7]=[CH:6][CH:5]=[CH:4][C:3]=1[CH:8]([NH:20][C:21]1[CH:26]=[CH:25][CH:24]=[C:23]([F:27])[CH:22]=1)[C:9]([NH:11][CH:12]1[CH2:17][CH2:16][CH2:15][C:14]([F:19])([F:18])[CH2:13]1)=[O:10].Cl[C:29](=[O:36])[CH2:30][NH:31][C:32](=[O:35])[O:33][CH3:34]. (8) Given the product [C:1]([O:5][C:6](=[O:25])[NH:7][C:8]1[CH:13]=[CH:12][C:11]([C:14]#[C:15][C:16]2[CH:21]=[CH:20][CH:19]=[CH:18][N:17]=2)=[CH:10][C:9]=1[NH2:22])([CH3:4])([CH3:2])[CH3:3], predict the reactants needed to synthesize it. The reactants are: [C:1]([O:5][C:6](=[O:25])[NH:7][C:8]1[CH:13]=[CH:12][C:11]([C:14]#[C:15][C:16]2[CH:21]=[CH:20][CH:19]=[CH:18][N:17]=2)=[CH:10][C:9]=1[N+:22]([O-])=O)([CH3:4])([CH3:3])[CH3:2].O.O.Cl[Sn]Cl.